From a dataset of Forward reaction prediction with 1.9M reactions from USPTO patents (1976-2016). Predict the product of the given reaction. (1) Given the reactants [Cl-].O[NH3+:3].[C:4](=[O:7])([O-])[OH:5].[Na+].[F:9][C:10]1[CH:11]=[C:12]([C:41]2[C:42]([C:47]#[N:48])=[CH:43][CH:44]=[CH:45][CH:46]=2)[CH:13]=[CH:14][C:15]=1[CH2:16][C:17]1[C:18](=[O:40])[N:19]([C@H:30]2[CH2:33][C@@H:32]([O:34][CH2:35][C:36]([OH:39])([CH3:38])[CH3:37])[CH2:31]2)[C:20]2[N:21]([N:26]=[C:27]([CH3:29])[N:28]=2)[C:22]=1[CH2:23][CH2:24][CH3:25], predict the reaction product. The product is: [F:9][C:10]1[CH:11]=[C:12]([C:41]2[CH:46]=[CH:45][CH:44]=[CH:43][C:42]=2[C:47]2[NH:3][C:4](=[O:7])[O:5][N:48]=2)[CH:13]=[CH:14][C:15]=1[CH2:16][C:17]1[C:18](=[O:40])[N:19]([C@H:30]2[CH2:33][C@@H:32]([O:34][CH2:35][C:36]([OH:39])([CH3:38])[CH3:37])[CH2:31]2)[C:20]2[N:21]([N:26]=[C:27]([CH3:29])[N:28]=2)[C:22]=1[CH2:23][CH2:24][CH3:25]. (2) Given the reactants Cl.[CH3:2][S:3]([C:6]1[CH:11]=[CH:10][C:9]([N:12]2[C:16]3=[N:17][CH:18]=[N:19][C:20]([O:21][CH:22]4[CH2:27][CH2:26][NH:25][CH2:24][CH2:23]4)=[C:15]3[CH:14]=[N:13]2)=[CH:8][CH:7]=1)(=[O:5])=[O:4].Cl[C:29]([O:31][CH2:32][CH2:33][CH2:34][CH3:35])=[O:30].C(N(CC)CC)C, predict the reaction product. The product is: [CH2:32]([O:31][C:29]([N:25]1[CH2:26][CH2:27][CH:22]([O:21][C:20]2[N:19]=[CH:18][N:17]=[C:16]3[N:12]([C:9]4[CH:10]=[CH:11][C:6]([S:3]([CH3:2])(=[O:4])=[O:5])=[CH:7][CH:8]=4)[N:13]=[CH:14][C:15]=23)[CH2:23][CH2:24]1)=[O:30])[CH2:33][CH2:34][CH3:35]. (3) The product is: [CH3:13][CH:12]([CH3:14])[N:15]=[C:16]=[N:17][CH:18]([CH3:20])[CH3:19].[CH:10]1[CH:9]=[CH:8][C:7]2[N:3]([OH:2])[N:4]=[N:5][C:6]=2[CH:11]=1. Given the reactants O.[OH:2][N:3]1[C:7]2[CH:8]=[CH:9][CH:10]=[CH:11][C:6]=2[N:5]=[N:4]1.[CH:12]([N:15]=[C:16]=[N:17][CH:18]([CH3:20])[CH3:19])([CH3:14])[CH3:13], predict the reaction product. (4) Given the reactants [NH2:1][C:2]1[CH:10]=[C:9]([O:11][CH3:12])[CH:8]=[CH:7][C:3]=1[C:4](O)=[O:5].C(O)(=O)C.[CH:17](N)=[NH:18], predict the reaction product. The product is: [CH3:12][O:11][C:9]1[CH:10]=[C:2]2[C:3]([C:4](=[O:5])[NH:18][CH:17]=[N:1]2)=[CH:7][CH:8]=1. (5) Given the reactants [Br:1][C:2]1[CH:9]=[CH:8][C:5]([CH:6]=O)=[CH:4][CH:3]=1.[C:10]([O-:13])(=[O:12])[CH3:11].[NH4+:14].C(O)(=O)CC(O)=O, predict the reaction product. The product is: [Br:1][C:2]1[CH:9]=[CH:8][C:5]([C@@H:6]([CH2:11][C:10]([OH:13])=[O:12])[NH2:14])=[CH:4][CH:3]=1.